From a dataset of Full USPTO retrosynthesis dataset with 1.9M reactions from patents (1976-2016). Predict the reactants needed to synthesize the given product. Given the product [CH:2]1([CH2:31][NH:30][C:21]2[CH:22]=[C:23]([C:26]([F:27])([F:28])[F:29])[CH:24]=[CH:25][C:20]=2[C:16]2[N:17]=[CH:18][N:19]=[C:14]([NH:1][C:2]3[CH:10]=[CH:9][CH:8]=[C:7]4[C:3]=3[CH2:4][C:5]([CH3:12])([OH:11])[CH2:6]4)[CH:15]=2)[CH2:10][CH2:9][CH2:8][CH2:7][CH2:3]1, predict the reactants needed to synthesize it. The reactants are: [NH2:1][C:2]1[CH:10]=[CH:9][CH:8]=[C:7]2[C:3]=1[CH2:4][C:5]([CH3:12])([OH:11])[CH2:6]2.Cl[C:14]1[N:19]=[CH:18][N:17]=[C:16]([C:20]2[CH:25]=[CH:24][C:23]([C:26]([F:29])([F:28])[F:27])=[CH:22][C:21]=2[NH:30][C:31](=O)OC(C)(C)C)[CH:15]=1.